This data is from Full USPTO retrosynthesis dataset with 1.9M reactions from patents (1976-2016). The task is: Predict the reactants needed to synthesize the given product. (1) Given the product [CH3:16][O:17][C:18]([C:20]1[N:21]([CH3:26])[N:22]=[C:23]([O:14][CH2:13][C:12]2[N:8]([C:5]3[CH:4]=[CH:3][C:2]([F:1])=[CH:7][CH:6]=3)[N:9]=[N:10][C:11]=2[CH3:15])[CH:24]=1)=[O:19], predict the reactants needed to synthesize it. The reactants are: [F:1][C:2]1[CH:7]=[CH:6][C:5]([N:8]2[C:12]([CH2:13][OH:14])=[C:11]([CH3:15])[N:10]=[N:9]2)=[CH:4][CH:3]=1.[CH3:16][O:17][C:18]([C:20]1[N:21]([CH3:26])[N:22]=[C:23](O)[CH:24]=1)=[O:19].C1(P(C2C=CC=CC=2)C2C=CC=CC=2)C=CC=CC=1.N(C(OCC)=O)=NC(OCC)=O. (2) Given the product [C:20]1(/[C:17](/[CH2:18][CH3:19])=[C:16](/[C:26]2[CH:31]=[CH:30][C:29]([OH:32])=[CH:28][CH:27]=2)\[C:13]2[CH:14]=[N:15][C:10]([O:8][CH2:7][CH2:6][N:1]3[CH2:5][CH2:4][CH2:3][CH2:2]3)=[CH:11][CH:12]=2)[CH:21]=[CH:22][CH:23]=[CH:24][CH:25]=1, predict the reactants needed to synthesize it. The reactants are: [N:1]1([CH2:6][CH2:7][OH:8])[CH2:5][CH2:4][CH2:3][CH2:2]1.Cl[C:10]1[N:15]=[CH:14][C:13](/[C:16](/[C:26]2[CH:31]=[CH:30][C:29]([OH:32])=[CH:28][CH:27]=2)=[C:17](\[C:20]2[CH:25]=[CH:24][CH:23]=[CH:22][CH:21]=2)/[CH2:18][CH3:19])=[CH:12][CH:11]=1. (3) Given the product [C:1]1([NH:11][C:12]2[O:13][C:14]3[C:20]([F:21])=[C:19]([CH2:22][C:23]([OH:25])=[O:24])[CH:18]=[CH:17][C:15]=3[N:16]=2)[C:10]2[C:5](=[CH:6][CH:7]=[CH:8][CH:9]=2)[CH:4]=[CH:3][CH:2]=1, predict the reactants needed to synthesize it. The reactants are: [C:1]1([NH:11][C:12]2[O:13][C:14]3[C:20]([F:21])=[C:19]([CH2:22][C:23]([O:25]C)=[O:24])[CH:18]=[CH:17][C:15]=3[N:16]=2)[C:10]2[C:5](=[CH:6][CH:7]=[CH:8][CH:9]=2)[CH:4]=[CH:3][CH:2]=1.[OH-].[Na+]. (4) Given the product [OH:17][CH:18]([C:31]1[CH:36]=[CH:35][C:34]([C:37]2[N:39]=[C:10]([C:7]3[C:6]([C:13]([F:16])([F:15])[F:14])=[C:5]([CH2:1][CH:2]([CH3:4])[CH3:3])[O:9][N:8]=3)[O:11][N:38]=2)=[CH:33][CH:32]=1)[CH2:19][N:20]1[CH2:25][CH2:24][CH2:23][C@H:22]([C:26]([O:28][CH2:29][CH3:30])=[O:27])[CH2:21]1, predict the reactants needed to synthesize it. The reactants are: [CH2:1]([C:5]1[O:9][N:8]=[C:7]([C:10](F)=[O:11])[C:6]=1[C:13]([F:16])([F:15])[F:14])[CH:2]([CH3:4])[CH3:3].[OH:17][CH:18]([C:31]1[CH:36]=[CH:35][C:34](/[C:37](=[N:39]/O)/[NH2:38])=[CH:33][CH:32]=1)[CH2:19][N:20]1[CH2:25][CH2:24][CH2:23][C@H:22]([C:26]([O:28][CH2:29][CH3:30])=[O:27])[CH2:21]1.CCN(C(C)C)C(C)C. (5) Given the product [Cl:12][C:13]1[CH:18]=[CH:17][C:16]([NH:19][C:20]2[O:7][C:6]([C:5]3[CH:10]=[CH:11][C:2]([OH:1])=[CH:3][CH:4]=3)=[N:8][N:9]=2)=[CH:15][CH:14]=1, predict the reactants needed to synthesize it. The reactants are: [OH:1][C:2]1[CH:11]=[CH:10][C:5]([C:6]([NH:8][NH2:9])=[O:7])=[CH:4][CH:3]=1.[Cl:12][C:13]1[CH:18]=[CH:17][C:16]([N:19]=[C:20]=S)=[CH:15][CH:14]=1.